From a dataset of Reaction yield outcomes from USPTO patents with 853,638 reactions. Predict the reaction yield, written as a fraction of the theoretical maximum amount of product (1.0 means a 100% yield; for example, 0.34 means a 34% yield). (1) The reactants are [CH3:1][O:2][C:3]1[N:8]=[CH:7][C:6]([OH:9])=[CH:5][CH:4]=1.[H-].[Na+].[CH3:12][O:13][CH2:14]Cl. The catalyst is CN(C=O)C. The product is [CH3:1][O:2][C:3]1[CH:4]=[CH:5][C:6]([O:9][CH2:12][O:13][CH3:14])=[CH:7][N:8]=1. The yield is 0.893. (2) The reactants are [N:1]([CH2:4][C:5]([O:7]CC)=[O:6])=[C:2]=[O:3].[CH:10]1([N:16]2[C:21](=[O:22])[CH2:20][C:19](=[O:23])[N:18]([CH:24]3[CH2:29][CH2:28][CH2:27][CH2:26][CH2:25]3)[C:17]2=[O:30])[CH2:15][CH2:14][CH2:13][CH2:12][CH2:11]1.C(N(C(C)C)CC)(C)C. The catalyst is ClCCl. The product is [CH:10]1([N:16]2[C:21]([OH:22])=[C:20]([C:2]([NH:1][CH2:4][C:5]([OH:7])=[O:6])=[O:3])[C:19](=[O:23])[N:18]([CH:24]3[CH2:25][CH2:26][CH2:27][CH2:28][CH2:29]3)[C:17]2=[O:30])[CH2:11][CH2:12][CH2:13][CH2:14][CH2:15]1. The yield is 0.660.